From a dataset of Forward reaction prediction with 1.9M reactions from USPTO patents (1976-2016). Predict the product of the given reaction. Given the reactants [C:1]([O:5][C:6]([NH:8][CH2:9][CH2:10][N:11]1[C:15]2[CH:16]=[CH:17][C:18]([C:20](O)=[O:21])=[CH:19][C:14]=2[N:13]=[C:12]1[NH:23][C:24]1[S:25][C:26]2[CH:32]=[C:31]([O:33][C:34]([F:37])([F:36])[F:35])[CH:30]=[CH:29][C:27]=2[N:28]=1)=[O:7])([CH3:4])([CH3:3])[CH3:2].CN.[CH3:40][N:41](C(ON1N=NC2C=CC=CC1=2)=[N+](C)C)C.F[P-](F)(F)(F)(F)F.CCN(C(C)C)C(C)C, predict the reaction product. The product is: [C:1]([O:5][C:6](=[O:7])[NH:8][CH2:9][CH2:10][N:11]1[C:15]2[CH:16]=[CH:17][C:18]([C:20](=[O:21])[NH:41][CH3:40])=[CH:19][C:14]=2[N:13]=[C:12]1[NH:23][C:24]1[S:25][C:26]2[CH:32]=[C:31]([O:33][C:34]([F:35])([F:36])[F:37])[CH:30]=[CH:29][C:27]=2[N:28]=1)([CH3:2])([CH3:4])[CH3:3].